This data is from Catalyst prediction with 721,799 reactions and 888 catalyst types from USPTO. The task is: Predict which catalyst facilitates the given reaction. (1) Reactant: N1C=CC=CC=1C(O)=O.[NH2:10][C:11]1[C:16]([C:17]2[CH:22]=[CH:21][C:20]([OH:23])=[CH:19][CH:18]=2)=[CH:15][CH:14]=[CH:13][N:12]=1.P([O-])([O-])([O-])=O.[K+].[K+].[K+].Br[C:33]1[CH:38]=[CH:37][C:36]([CH3:39])=[C:35]([CH3:40])[CH:34]=1. Product: [CH3:40][C:35]1[CH:34]=[C:33]([CH:38]=[CH:37][C:36]=1[CH3:39])[O:23][C:20]1[CH:21]=[CH:22][C:17]([C:16]2[C:11]([NH2:10])=[N:12][CH:13]=[CH:14][CH:15]=2)=[CH:18][CH:19]=1. The catalyst class is: 419. (2) Reactant: C([O:8][C:9]1[CH:14]=[CH:13][C:12](/[CH:15]=[CH:16]/[C:17]([O:19][C:20]([CH3:23])([CH3:22])[CH3:21])=[O:18])=[C:11]([CH3:24])[C:10]=1[CH3:25])C1C=CC=CC=1. Product: [OH:8][C:9]1[CH:14]=[CH:13][C:12]([CH2:15][CH2:16][C:17]([O:19][C:20]([CH3:21])([CH3:22])[CH3:23])=[O:18])=[C:11]([CH3:24])[C:10]=1[CH3:25]. The catalyst class is: 43. (3) Reactant: Br[C:2]1[C:3]([Cl:26])=[C:4]2[C:10]([C:11]3[CH:16]=[CH:15][C:14]([F:17])=[CH:13][CH:12]=3)=[CH:9][N:8]([CH2:18][O:19][CH2:20][CH2:21][Si:22]([CH3:25])([CH3:24])[CH3:23])[C:5]2=[N:6][CH:7]=1.[Cl-].[Li+].C([Mg]Cl)(C)C.[CH2:34]([Sn:38](Cl)([CH2:43][CH2:44][CH2:45][CH3:46])[CH2:39][CH2:40][CH2:41][CH3:42])[CH2:35][CH2:36][CH3:37].[Cl-].[NH4+]. Product: [Cl:26][C:3]1[C:2]([Sn:38]([CH2:39][CH2:40][CH2:41][CH3:42])([CH2:43][CH2:44][CH2:45][CH3:46])[CH2:34][CH2:35][CH2:36][CH3:37])=[CH:7][N:6]=[C:5]2[N:8]([CH2:18][O:19][CH2:20][CH2:21][Si:22]([CH3:25])([CH3:24])[CH3:23])[CH:9]=[C:10]([C:11]3[CH:16]=[CH:15][C:14]([F:17])=[CH:13][CH:12]=3)[C:4]=12. The catalyst class is: 165. (4) Reactant: Br[CH2:2][C:3]([O:5][CH2:6][CH3:7])=[O:4].[Br:8][C:9]1[CH:14]=[CH:13][C:12]([OH:15])=[C:11]([O:16][CH2:17][CH3:18])[CH:10]=1.C(=O)([O-])[O-].[K+].[K+].O. Product: [CH2:6]([O:5][C:3](=[O:4])[CH2:2][O:15][C:12]1[CH:13]=[CH:14][C:9]([Br:8])=[CH:10][C:11]=1[O:16][CH2:17][CH3:18])[CH3:7]. The catalyst class is: 42. (5) Reactant: [Br:1][C:2]1[S:6][C:5]([CH2:7]Br)=[N:4][C:3]=1[C:9]1[CH:14]=[CH:13][CH:12]=[C:11]([O:15][CH3:16])[CH:10]=1.[F:17][C:18]1[C:26]([OH:27])=[CH:25][CH:24]=[C:23]([F:28])[C:19]=1[C:20]([NH2:22])=[O:21].C(=O)([O-])[O-].[K+].[K+]. Product: [Br:1][C:2]1[S:6][C:5]([CH2:7][O:27][C:26]2[C:18]([F:17])=[C:19]([C:23]([F:28])=[CH:24][CH:25]=2)[C:20]([NH2:22])=[O:21])=[N:4][C:3]=1[C:9]1[CH:14]=[CH:13][CH:12]=[C:11]([O:15][CH3:16])[CH:10]=1. The catalyst class is: 3. (6) Reactant: [Cl:1][C:2]1[CH:7]=[CH:6][C:5]([S:8][C:9]2[O:13][C:12]([CH:14]3[CH2:19][CH2:18][CH:17]([C:20]([O:22][CH3:23])=[O:21])[CH2:16][CH2:15]3)=[N:11][CH:10]=2)=[CH:4][CH:3]=1.C1C(=O)N([Br:31])C(=O)C1. Product: [Br:31][C:10]1[N:11]=[C:12]([CH:14]2[CH2:15][CH2:16][CH:17]([C:20]([O:22][CH3:23])=[O:21])[CH2:18][CH2:19]2)[O:13][C:9]=1[S:8][C:5]1[CH:6]=[CH:7][C:2]([Cl:1])=[CH:3][CH:4]=1. The catalyst class is: 2. (7) Reactant: [CH:1]1([C:7]2[NH:11][C:10](=[O:12])[C:9]3([CH2:17][CH2:16][N:15]([S:18]([CH:21]=[CH2:22])(=[O:20])=[O:19])[CH2:14][CH2:13]3)[N:8]=2)[CH2:6][CH2:5][CH2:4][CH2:3][CH2:2]1.[CH3:23][C:24]1[NH:25][C:26]2[C:31]([CH:32]=1)=[C:30](OS(C(F)(F)F)(=O)=O)[CH:29]=[CH:28][CH:27]=2.C(N(CC)CC)C. Product: [CH:1]1([C:7]2[NH:11][C:10](=[O:12])[C:9]3([CH2:17][CH2:16][N:15]([S:18](/[CH:21]=[CH:22]/[C:30]4[CH:29]=[CH:28][CH:27]=[C:26]5[C:31]=4[CH:32]=[C:24]([CH3:23])[NH:25]5)(=[O:20])=[O:19])[CH2:14][CH2:13]3)[N:8]=2)[CH2:2][CH2:3][CH2:4][CH2:5][CH2:6]1. The catalyst class is: 12. (8) Reactant: [F:1][C@:2]1([CH3:18])[C@H:6]([OH:7])[C@@H:5]([CH2:8][OH:9])[O:4][C@H:3]1[N:10]1[CH:17]=[CH:16][C:14](=[O:15])[NH:13][C:11]1=[O:12].N1C=CN=C1.[C:24]([Si:28](Cl)([CH3:30])[CH3:29])([CH3:27])([CH3:26])[CH3:25]. Product: [Si:28]([CH:8]([OH:9])[C@H:5]1[O:4][C@@H:3]([N:10]2[CH:17]=[CH:16][C:14](=[O:15])[NH:13][C:11]2=[O:12])[C@@:2]([F:1])([CH3:18])[C@@H:6]1[OH:7])([C:24]([CH3:27])([CH3:26])[CH3:25])([CH3:30])[CH3:29]. The catalyst class is: 3.